From a dataset of Forward reaction prediction with 1.9M reactions from USPTO patents (1976-2016). Predict the product of the given reaction. (1) The product is: [F:1][C:2]([F:9])([F:8])/[CH:3]=[CH:4]/[C:5]([N:27]1[CH2:28][CH2:29][N:24]([C:23]2[S:22][CH:21]=[N:20][C:19]=2[CH3:18])[CH2:25][CH2:26]1)=[O:6]. Given the reactants [F:1][C:2]([F:9])([F:8])/[CH:3]=[CH:4]/[C:5](O)=[O:6].C(Cl)(=O)C(Cl)=O.Cl.Cl.[CH3:18][C:19]1[N:20]=[CH:21][S:22][C:23]=1[N:24]1[CH2:29][CH2:28][NH:27][CH2:26][CH2:25]1.C(N(C(C)C)C(C)C)C, predict the reaction product. (2) Given the reactants [O:1]=[C:2]1[NH:7][C:6]2[CH:8]=[CH:9][C:10]([NH:12][C:13](=[O:17])[C:14]([OH:16])=O)=[CH:11][C:5]=2[O:4][CH2:3]1.[O:18]([CH:25]1[CH2:30][CH2:29][NH:28][CH2:27][CH2:26]1)[C:19]1[CH:24]=[CH:23][CH:22]=[CH:21][CH:20]=1, predict the reaction product. The product is: [O:16]=[C:14]([N:28]1[CH2:29][CH2:30][CH:25]([O:18][C:19]2[CH:24]=[CH:23][CH:22]=[CH:21][CH:20]=2)[CH2:26][CH2:27]1)[C:13]([NH:12][C:10]1[CH:9]=[CH:8][C:6]2[NH:7][C:2](=[O:1])[CH2:3][O:4][C:5]=2[CH:11]=1)=[O:17]. (3) Given the reactants [Br:1][C:2]1[CH:12]=[CH:11][C:5]([O:6][CH2:7][C:8]([NH2:10])=[O:9])=[C:4]([C:13]#[N:14])[CH:3]=1.[NH:15]1[CH2:20][CH2:19][CH2:18][CH2:17][CH2:16]1.[N:21]1([CH:27]2CCNC[CH2:28]2)[CH2:26][CH2:25][CH2:24][CH2:23][CH2:22]1, predict the reaction product. The product is: [N:15]1([CH:24]2[CH2:25][CH2:26][N:21]([CH2:27][C:28]3[NH:10][C:8](=[O:9])[C:7]4[O:6][C:5]5[CH:11]=[CH:12][C:2]([Br:1])=[CH:3][C:4]=5[C:13]=4[N:14]=3)[CH2:22][CH2:23]2)[CH2:20][CH2:19][CH2:18][CH2:17][CH2:16]1. (4) Given the reactants [C:1]1([NH2:8])[CH:6]=[CH:5][C:4]([NH2:7])=[CH:3][CH:2]=1.[C:9](=[O:12])(O)[O-].[Na+].[CH2:14]([O:21][CH2:22][C:23](Cl)=[O:24])[C:15]1[CH:20]=[CH:19][CH:18]=[CH:17][CH:16]=1, predict the reaction product. The product is: [CH2:14]([O:21][CH2:22][C:23]([NH:7][C:4]1[CH:5]=[CH:6][C:1]([NH:8][C:9](=[O:12])[CH2:22][O:21][CH2:14][C:15]2[CH:20]=[CH:19][CH:18]=[CH:17][CH:16]=2)=[CH:2][CH:3]=1)=[O:24])[C:15]1[CH:20]=[CH:19][CH:18]=[CH:17][CH:16]=1. (5) Given the reactants [F:1][C:2]1[CH:9]=[CH:8][C:5]([C:6]#[N:7])=[CH:4][CH:3]=1.[CH3:10][S:11][C:12]1[CH:18]=[CH:17][C:15]([NH2:16])=[CH:14][CH:13]=1, predict the reaction product. The product is: [CH3:10][S:11][C:12]1[CH:18]=[CH:17][C:15]([NH:16][C:6](=[NH:7])[C:5]2[CH:8]=[CH:9][C:2]([F:1])=[CH:3][CH:4]=2)=[CH:14][CH:13]=1. (6) Given the reactants [CH2:1]([O:8][C:9]1[N:14]=[C:13](Cl)[N:12]=[C:11]([NH:16][C:17]([CH3:25])([C:19]2[CH:24]=[CH:23][CH:22]=[CH:21][CH:20]=2)[CH3:18])[N:10]=1)[C:2]1[CH:7]=[CH:6][CH:5]=[CH:4][CH:3]=1.[NH2:26][C:27]1[CH:35]=[CH:34][C:30]2[N:31]=[CH:32][S:33][C:29]=2[CH:28]=1.CCN(C(C)C)C(C)C, predict the reaction product. The product is: [S:33]1[C:29]2[CH:28]=[C:27]([NH:26][C:13]3[N:12]=[C:11]([NH:16][C:17]([CH3:25])([C:19]4[CH:24]=[CH:23][CH:22]=[CH:21][CH:20]=4)[CH3:18])[N:10]=[C:9]([O:8][CH2:1][C:2]4[CH:7]=[CH:6][CH:5]=[CH:4][CH:3]=4)[N:14]=3)[CH:35]=[CH:34][C:30]=2[N:31]=[CH:32]1.